This data is from Full USPTO retrosynthesis dataset with 1.9M reactions from patents (1976-2016). The task is: Predict the reactants needed to synthesize the given product. (1) Given the product [Br:1][C:15]1[C:14](=[O:24])[N:13]2[CH:25]([C:28]([NH:30][S:31]([CH3:34])(=[O:32])=[O:33])=[O:29])[CH2:26][S:27][C:12]2=[C:11]([C:6]2[CH:7]=[CH:8][C:9]([F:10])=[C:4]([F:3])[CH:5]=2)[C:16]=1[CH2:17][CH2:18][CH2:19][CH2:20][CH2:21][CH2:22][CH3:23], predict the reactants needed to synthesize it. The reactants are: [Br:1]Br.[F:3][C:4]1[CH:5]=[C:6]([C:11]2[C:16]([CH2:17][CH2:18][CH2:19][CH2:20][CH2:21][CH2:22][CH3:23])=[CH:15][C:14](=[O:24])[N:13]3[C@H:25]([C:28]([NH:30][S:31]([CH3:34])(=[O:33])=[O:32])=[O:29])[CH2:26][S:27][C:12]=23)[CH:7]=[CH:8][C:9]=1[F:10]. (2) Given the product [C:1]([C:5]1[O:9][N:8]=[C:7]([C:10]2[CH:15]=[C:14]([O:24][CH:22]3[CH2:23][O:20][CH2:21]3)[C:13]([CH:17]3[CH2:19][CH2:18]3)=[CH:12][N:11]=2)[N:6]=1)([CH3:4])([CH3:3])[CH3:2], predict the reactants needed to synthesize it. The reactants are: [C:1]([C:5]1[O:9][N:8]=[C:7]([C:10]2[CH:15]=[C:14](Cl)[C:13]([CH:17]3[CH2:19][CH2:18]3)=[CH:12][N:11]=2)[N:6]=1)([CH3:4])([CH3:3])[CH3:2].[O:20]1[CH2:23][CH:22]([OH:24])[CH2:21]1. (3) Given the product [CH3:17][N:2]([CH3:1])[CH2:3][CH2:4][CH2:5][NH:6][C:7]1[CH:12]=[CH:11][CH:10]=[C:9]([NH2:13])[C:8]=1[NH2:14], predict the reactants needed to synthesize it. The reactants are: [CH3:1][N:2]([CH3:17])[CH2:3][CH2:4][CH2:5][NH:6][C:7]1[CH:12]=[CH:11][CH:10]=[C:9]([NH2:13])[C:8]=1[N+:14]([O-])=O.